Dataset: Forward reaction prediction with 1.9M reactions from USPTO patents (1976-2016). Task: Predict the product of the given reaction. (1) The product is: [F:37][C:34]1[CH:35]=[CH:36][C:31]([CH2:30][N:20]2[N:19]=[C:18]([C:10]3[C:11]4[C:16](=[CH:15][CH:14]=[C:13]([F:17])[CH:12]=4)[N:8]([CH2:7][C:6]([OH:39])=[O:5])[C:9]=3[CH3:38])[C:23]3[CH:24]=[CH:25][CH:26]=[CH:27][C:22]=3[S:21]2(=[O:28])=[O:29])=[CH:32][CH:33]=1. Given the reactants C([O:5][C:6](=[O:39])[CH2:7][N:8]1[C:16]2[C:11](=[CH:12][C:13]([F:17])=[CH:14][CH:15]=2)[C:10]([C:18]2[C:23]3[CH:24]=[CH:25][CH:26]=[CH:27][C:22]=3[S:21](=[O:29])(=[O:28])[N:20]([CH2:30][C:31]3[CH:36]=[CH:35][C:34]([F:37])=[CH:33][CH:32]=3)[N:19]=2)=[C:9]1[CH3:38])(C)(C)C.C(O)(C(F)(F)F)=O, predict the reaction product. (2) Given the reactants C1(C)C=CC(S(O)(=O)=O)=CC=1.C1(C)C=CC(S(O)(=O)=O)=CC=1.O[CH2:24][CH:25]1[CH2:29][CH2:28][CH:27]([CH2:30]O)[O:26]1.[CH2:32]([NH2:39])[C:33]1[CH:38]=[CH:37][CH:36]=[CH:35][CH:34]=1.[OH-].[Na+], predict the reaction product. The product is: [CH2:32]([N:39]1[CH2:30][CH:27]2[O:26][CH:25]([CH2:29][CH2:28]2)[CH2:24]1)[C:33]1[CH:38]=[CH:37][CH:36]=[CH:35][CH:34]=1. (3) Given the reactants [C:1]1(=[CH:5][C@H:6]2[CH2:11][CH2:10][C@H:9]([NH:12][C:13](=[O:24])[CH2:14][C:15]3[CH:20]=[CH:19][C:18]([OH:21])=[C:17]([O:22][CH3:23])[CH:16]=3)[CH2:8][CH2:7]2)[CH2:4][CH2:3][CH2:2]1.C(C(CC)=C[C@H]1CC[C@H](NC(=O)CC2C=CC(O)=C(OC)C=2)CC1)C, predict the reaction product. The product is: [CH:1]1([CH2:5][C@H:6]2[CH2:7][CH2:8][C@H:9]([NH:12][C:13](=[O:24])[CH2:14][C:15]3[CH:20]=[CH:19][C:18]([OH:21])=[C:17]([O:22][CH3:23])[CH:16]=3)[CH2:10][CH2:11]2)[CH2:4][CH2:3][CH2:2]1. (4) Given the reactants [CH2:1]([NH:3][C:4]([NH:6][C:7]1[S:8][C:9]2[C:15]3[N:16]=[C:17]([C:19]4[CH:20]=[N:21][CH:22]=[CH:23][CH:24]=4)[S:18][C:14]=3[CH2:13][CH2:12][C:10]=2[N:11]=1)=[O:5])[CH3:2].C(C1C(=O)C(Cl)=C(Cl)C(=O)C=1C#N)#N, predict the reaction product. The product is: [CH2:1]([NH:3][C:4]([NH:6][C:7]1[S:8][C:9]2[C:15]3[N:16]=[C:17]([C:19]4[CH:20]=[N:21][CH:22]=[CH:23][CH:24]=4)[S:18][C:14]=3[CH:13]=[CH:12][C:10]=2[N:11]=1)=[O:5])[CH3:2]. (5) Given the reactants [CH3:1][C:2]1[CH:3]=[C:4]([CH2:29][OH:30])[C:5]([CH2:21][O:22]C2CCCCO2)=[C:6]2[C:10]=1[N:9]([S:11]([C:14]1[CH:20]=[CH:19][C:17]([CH3:18])=[CH:16][CH:15]=1)(=[O:13])=[O:12])[CH:8]=[CH:7]2.[C:31]1(O)[CH:36]=[CH:35][CH:34]=[CH:33][CH:32]=1, predict the reaction product. The product is: [CH3:1][C:2]1[C:10]2[N:9]([S:11]([C:14]3[CH:15]=[CH:16][C:17]([CH3:18])=[CH:19][CH:20]=3)(=[O:13])=[O:12])[CH:8]=[CH:7][C:6]=2[C:5]([CH:21]=[O:22])=[C:4]([CH2:29][O:30][C:31]2[CH:36]=[CH:35][CH:34]=[CH:33][CH:32]=2)[CH:3]=1. (6) Given the reactants [Br:1][C:2]1[CH:8]=[CH:7][C:5]([NH2:6])=[C:4]([O:9][CH3:10])[C:3]=1[F:11].B1([O-])OO1.[OH2:16].[OH2:17].O.O.[Na+].O, predict the reaction product. The product is: [Br:1][C:2]1[CH:8]=[CH:7][C:5]([N+:6]([O-:17])=[O:16])=[C:4]([O:9][CH3:10])[C:3]=1[F:11].